Dataset: Peptide-MHC class II binding affinity with 134,281 pairs from IEDB. Task: Regression. Given a peptide amino acid sequence and an MHC pseudo amino acid sequence, predict their binding affinity value. This is MHC class II binding data. (1) The peptide sequence is MIIPKSLAGPISQHN. The MHC is DRB1_0301 with pseudo-sequence DRB1_0301. The binding affinity (normalized) is 0. (2) The peptide sequence is VSMMIAMEVVLRKRQ. The MHC is DRB1_0901 with pseudo-sequence DRB1_0901. The binding affinity (normalized) is 0.584.